This data is from Reaction yield outcomes from USPTO patents with 853,638 reactions. The task is: Predict the reaction yield, written as a fraction of the theoretical maximum amount of product (1.0 means a 100% yield; for example, 0.34 means a 34% yield). (1) The reactants are [Cl:1][C:2]1[C:11]2[C:6](=[CH:7][CH:8]=[C:9]([F:12])[CH:10]=2)[N:5]=[C:4]([C:13]2[CH:18]=[CH:17][CH:16]=[CH:15][C:14]=2[O:19]C)[N:3]=1.B(Br)(Br)Br. The catalyst is C(Cl)Cl. The product is [Cl:1][C:2]1[C:11]2[C:6](=[CH:7][CH:8]=[C:9]([F:12])[CH:10]=2)[N:5]=[C:4]([C:13]2[CH:18]=[CH:17][CH:16]=[CH:15][C:14]=2[OH:19])[N:3]=1. The yield is 0.570. (2) The reactants are [CH2:1]([N:8]([CH3:15])[CH2:9][CH2:10][C:11]([O:13]C)=O)[C:2]1[CH:7]=[CH:6][CH:5]=[CH:4][CH:3]=1.[CH3:16][O:17][CH2:18][CH2:19][NH2:20]. No catalyst specified. The product is [CH2:1]([N:8]([CH3:15])[CH2:9][CH2:10][C:11]([NH:20][CH2:19][CH2:18][O:17][CH3:16])=[O:13])[C:2]1[CH:3]=[CH:4][CH:5]=[CH:6][CH:7]=1. The yield is 0.610. (3) The reactants are [Cl:1][CH2:2][C:3]([C:5]1[CH:6]=[CH:7][C:8]2[NH:14][C:13](=[O:15])[CH2:12][CH2:11][CH2:10][C:9]=2[CH:16]=1)=[O:4].C(O)=O.C(N(CC)CC)C. The catalyst is C(OCC)(=O)C. The product is [Cl:1][CH2:2][CH:3]([C:5]1[CH:6]=[CH:7][C:8]2[NH:14][C:13](=[O:15])[CH2:12][CH2:11][CH2:10][C:9]=2[CH:16]=1)[OH:4]. The yield is 0.551. (4) The reactants are [CH3:1][C:2]1[C:11]2[C:10](=[O:12])[N:9]([CH2:13][C:14]([OH:16])=O)[N:8]=[N:7][C:6]=2[CH:5]=[CH:4][CH:3]=1.[CH3:17][O:18][C:19]1[CH:24]=[CH:23][C:22]([C@@H:25]([NH2:27])[CH3:26])=[CH:21][CH:20]=1. No catalyst specified. The product is [CH3:17][O:18][C:19]1[CH:24]=[CH:23][C:22]([C@@H:25]([NH:27][C:14](=[O:16])[CH2:13][N:9]2[C:10](=[O:12])[C:11]3[C:2]([CH3:1])=[CH:3][CH:4]=[CH:5][C:6]=3[N:7]=[N:8]2)[CH3:26])=[CH:21][CH:20]=1. The yield is 0.0200.